This data is from Forward reaction prediction with 1.9M reactions from USPTO patents (1976-2016). The task is: Predict the product of the given reaction. Given the reactants CC1(C)[O:9][C:8](=[O:10])[C:5]2([CH2:7][CH2:6]2)[C:4](=[O:11])O1.[CH3:13][C:14]1[CH:15]=[C:16]([CH:18]=[CH:19][C:20]=1[CH3:21])[NH2:17], predict the reaction product. The product is: [CH3:13][C:14]1[CH:15]=[C:16]([N:17]2[CH2:6][CH2:7][CH:5]([C:8]([OH:9])=[O:10])[C:4]2=[O:11])[CH:18]=[CH:19][C:20]=1[CH3:21].